Dataset: Forward reaction prediction with 1.9M reactions from USPTO patents (1976-2016). Task: Predict the product of the given reaction. (1) Given the reactants [Cl:1][C:2]1[CH:7]=[C:6](Cl)[N:5]2[N:9]=[CH:10][C:11]([CH2:12][CH2:13][CH2:14][CH2:15][C:16]#[N:17])=[C:4]2[N:3]=1.[NH2:18][C:19]1[CH:20]=[C:21]([CH:27]=[CH:28][CH:29]=1)[C:22]([O:24][CH2:25][CH3:26])=[O:23], predict the reaction product. The product is: [CH2:25]([O:24][C:22](=[O:23])[C:21]1[CH:27]=[CH:28][CH:29]=[C:19]([NH:18][C:6]2[N:5]3[N:9]=[CH:10][C:11]([CH2:12][CH2:13][CH2:14][CH2:15][C:16]#[N:17])=[C:4]3[N:3]=[C:2]([Cl:1])[CH:7]=2)[CH:20]=1)[CH3:26]. (2) Given the reactants [CH3:1][N:2]1[N:6]=[C:5]([NH2:7])[CH:4]=[N:3]1.[Al](Cl)(C)C.[CH3:12][C:13]1[O:14][C:15]2[CH:21]=[C:20]([C:22](OCC)=[O:23])[CH:19]=[C:18]([O:27][CH:28]3[CH2:31][N:30]([S:32]([CH3:35])(=[O:34])=[O:33])[CH2:29]3)[C:16]=2[CH:17]=1, predict the reaction product. The product is: [CH3:12][C:13]1[O:14][C:15]2[CH:21]=[C:20]([C:22]([NH:7][C:5]3[CH:4]=[N:3][N:2]([CH3:1])[N:6]=3)=[O:23])[CH:19]=[C:18]([O:27][CH:28]3[CH2:31][N:30]([S:32]([CH3:35])(=[O:34])=[O:33])[CH2:29]3)[C:16]=2[CH:17]=1. (3) Given the reactants [Br:1][C:2]1[N:3]=[C:4]2[C:10]([C:11]([OH:13])=O)=[CH:9][N:8]([CH2:14][O:15][CH2:16][CH2:17][Si:18]([CH3:21])([CH3:20])[CH3:19])[C:5]2=[N:6][CH:7]=1.[N:22]1[CH:27]=[CH:26][CH:25]=[C:24]([CH:28]([NH2:30])[CH3:29])[CH:23]=1.CCN(C(C)C)C(C)C.CN(C(ON1N=NC2C=CC=NC1=2)=[N+](C)C)C.F[P-](F)(F)(F)(F)F, predict the reaction product. The product is: [N:22]1[CH:27]=[CH:26][CH:25]=[C:24]([CH:28]([NH:30][C:11]([C:10]2[C:4]3[C:5](=[N:6][CH:7]=[C:2]([Br:1])[N:3]=3)[N:8]([CH2:14][O:15][CH2:16][CH2:17][Si:18]([CH3:21])([CH3:20])[CH3:19])[CH:9]=2)=[O:13])[CH3:29])[CH:23]=1. (4) Given the reactants [Cl:1][C:2]1[CH:3]=[C:4]([CH:35]=[CH:36][CH:37]=1)[C:5]([CH3:34])([CH3:33])[C@@H:6]([C:9]([NH:11][C@H:12]([C:17]([N:19]([C@@H:21]([CH:30]([CH3:32])[CH3:31])/[CH:22]=[C:23](\[CH3:29])/[C:24]([O:26]CC)=[O:25])[CH3:20])=[O:18])[C:13]([CH3:16])([CH3:15])[CH3:14])=[O:10])[NH:7][CH3:8].[OH-].[Li+], predict the reaction product. The product is: [Cl:1][C:2]1[CH:3]=[C:4]([CH:35]=[CH:36][CH:37]=1)[C:5]([CH3:34])([CH3:33])[C@@H:6]([C:9]([NH:11][C@H:12]([C:17]([N:19]([C@@H:21]([CH:30]([CH3:31])[CH3:32])/[CH:22]=[C:23](/[C:24]([OH:26])=[O:25])\[CH3:29])[CH3:20])=[O:18])[C:13]([CH3:14])([CH3:15])[CH3:16])=[O:10])[NH:7][CH3:8]. (5) Given the reactants [CH2:1]([N:8]1[CH2:13][CH2:12][N:11]([C:14]([C:16]2[CH:20]=[C:19]([CH3:21])[N:18]([C:22]3[CH:27]=[CH:26][CH:25]=[CH:24][CH:23]=3)[C:17]=2[C:28]2[CH:33]=[CH:32][CH:31]=[CH:30][CH:29]=2)=[O:15])[C@H:10]([CH2:34][C:35]2[CH:40]=[CH:39][C:38]([OH:41])=[CH:37][CH:36]=2)[CH2:9]1)[C:2]1[CH:7]=[CH:6][CH:5]=[CH:4][CH:3]=1.Br[CH2:43][C:44]([O:46][CH2:47][CH3:48])=[O:45].CN(C=O)C.C(=O)([O-])[O-].[K+].[K+], predict the reaction product. The product is: [CH2:1]([N:8]1[CH2:13][CH2:12][N:11]([C:14]([C:16]2[CH:20]=[C:19]([CH3:21])[N:18]([C:22]3[CH:27]=[CH:26][CH:25]=[CH:24][CH:23]=3)[C:17]=2[C:28]2[CH:29]=[CH:30][CH:31]=[CH:32][CH:33]=2)=[O:15])[C@H:10]([CH2:34][C:35]2[CH:40]=[CH:39][C:38]([O:41][CH2:43][C:44]([O:46][CH2:47][CH3:48])=[O:45])=[CH:37][CH:36]=2)[CH2:9]1)[C:2]1[CH:3]=[CH:4][CH:5]=[CH:6][CH:7]=1. (6) The product is: [NH2:28][C:27]1[NH:2][CH:3]=[C:4]([CH2:5][C:6]2[CH:11]=[CH:10][C:9]([CH2:12][CH2:13][C:14]3[N:15]=[C:16]([NH:19][C:20](=[O:22])[CH3:21])[S:17][CH:18]=3)=[CH:8][CH:7]=2)[N:26]=1. Given the reactants Cl.[NH2:2][CH2:3][C:4](=O)[CH2:5][C:6]1[CH:11]=[CH:10][C:9]([CH2:12][CH2:13][C:14]2[N:15]=[C:16]([NH:19][C:20](=[O:22])[CH3:21])[S:17][CH:18]=2)=[CH:8][CH:7]=1.[OH-].[Na+].[N:26]#[C:27][NH2:28].Cl, predict the reaction product.